From a dataset of Reaction yield outcomes from USPTO patents with 853,638 reactions. Predict the reaction yield, written as a fraction of the theoretical maximum amount of product (1.0 means a 100% yield; for example, 0.34 means a 34% yield). The reactants are [NH:1]([C:8]1[N:9]([C:21]2[CH:26]=[CH:25][CH:24]=[CH:23][CH:22]=2)[C:10]2[C:15]([C:16](=[O:18])[CH:17]=1)=[C:14](Cl)[N:13]=[C:12]([CH3:20])[CH:11]=2)[C:2]1[CH:7]=[CH:6][CH:5]=[CH:4][CH:3]=1. The catalyst is CCOC(C)=O.CCO.[Pd]. The product is [NH:1]([C:8]1[N:9]([C:21]2[CH:22]=[CH:23][CH:24]=[CH:25][CH:26]=2)[C:10]2[C:15]([C:16](=[O:18])[CH:17]=1)=[CH:14][N:13]=[C:12]([CH3:20])[CH:11]=2)[C:2]1[CH:3]=[CH:4][CH:5]=[CH:6][CH:7]=1. The yield is 0.910.